Dataset: Forward reaction prediction with 1.9M reactions from USPTO patents (1976-2016). Task: Predict the product of the given reaction. (1) Given the reactants C(OC(=O)[NH:7][CH2:8][C:9]1[CH:14]=[CH:13][CH:12]=[C:11]([N:15]2[CH2:19][CH2:18][CH2:17][C:16]2=[O:20])[CH:10]=1)(C)(C)C.[ClH:22], predict the reaction product. The product is: [ClH:22].[NH2:7][CH2:8][C:9]1[CH:10]=[C:11]([N:15]2[CH2:19][CH2:18][CH2:17][C:16]2=[O:20])[CH:12]=[CH:13][CH:14]=1. (2) The product is: [CH3:31][O:30][CH2:29][CH2:28][N:27]=[S:25]([C:22]1[CH:21]=[CH:20][C:19]([NH:18][C:2]2[N:7]=[C:6]([NH:8][C@H:9]([CH3:12])[CH2:10][OH:11])[C:5]([C:13]3[S:14][CH:15]=[CH:16][CH:17]=3)=[CH:4][N:3]=2)=[CH:24][CH:23]=1)([CH3:32])=[O:26]. Given the reactants Cl[C:2]1[N:7]=[C:6]([NH:8][C@H:9]([CH3:12])[CH2:10][OH:11])[C:5]([C:13]2[S:14][CH:15]=[CH:16][CH:17]=2)=[CH:4][N:3]=1.[NH2:18][C:19]1[CH:24]=[CH:23][C:22]([S:25]([CH3:32])(=[N:27][CH2:28][CH2:29][O:30][CH3:31])=[O:26])=[CH:21][CH:20]=1, predict the reaction product. (3) Given the reactants [F:1][C:2]1[C:3]([NH:12][C:13]2[CH:18]=[CH:17][C:16]([S:19][CH2:20][CH3:21])=[CH:15][C:14]=2[F:22])=[C:4]([CH:8]=[CH:9][C:10]=1[F:11])[C:5]([OH:7])=O.C1N=CN(C(N2C=NC=C2)=O)C=1.[NH2:35][O:36][CH2:37][CH2:38][OH:39], predict the reaction product. The product is: [F:1][C:2]1[C:3]([NH:12][C:13]2[CH:18]=[CH:17][C:16]([S:19][CH2:20][CH3:21])=[CH:15][C:14]=2[F:22])=[C:4]([CH:8]=[CH:9][C:10]=1[F:11])[C:5]([NH:35][O:36][CH2:37][CH2:38][OH:39])=[O:7]. (4) Given the reactants [NH2:1][C@@H:2]([CH2:7][C:8]([F:17])([F:16])[CH2:9][C:10]1[CH:15]=[CH:14][CH:13]=[CH:12][CH:11]=1)[C:3]([O:5][CH3:6])=[O:4].N1C=CC=CC=1.[C:24](Cl)(Cl)=[O:25], predict the reaction product. The product is: [F:17][C:8]([F:16])([CH2:9][C:10]1[CH:15]=[CH:14][CH:13]=[CH:12][CH:11]=1)[CH2:7][C@H:2]([N:1]=[C:24]=[O:25])[C:3]([O:5][CH3:6])=[O:4].